Dataset: Full USPTO retrosynthesis dataset with 1.9M reactions from patents (1976-2016). Task: Predict the reactants needed to synthesize the given product. (1) Given the product [F:10][C:11]1([F:16])[CH2:15][CH2:14][N:13]([CH:2]([CH2:7][O:8][CH3:9])[C:3]([OH:5])=[O:4])[CH2:12]1, predict the reactants needed to synthesize it. The reactants are: Br[CH:2]([CH2:7][O:8][CH3:9])[C:3]([O:5]C)=[O:4].[F:10][C:11]1([F:16])[CH2:15][CH2:14][NH:13][CH2:12]1.C([O-])([O-])=O.[K+].[K+].[Li+].[OH-].Cl. (2) Given the product [CH3:1][C:2]([CH3:20])([O:4][C:5]([NH:7][CH:8]([C:12]1[CH:17]=[C:16]([F:18])[CH:15]=[C:14]([F:19])[CH:13]=1)[C:9]([NH2:28])=[O:10])=[O:6])[CH3:3], predict the reactants needed to synthesize it. The reactants are: [CH3:1][C:2]([CH3:20])([O:4][C:5]([NH:7][CH:8]([C:12]1[CH:17]=[C:16]([F:18])[CH:15]=[C:14]([F:19])[CH:13]=1)[C:9](O)=[O:10])=[O:6])[CH3:3].F[P-](F)(F)(F)(F)F.[N:28]1(OC(N(C)C)=[N+](C)C)C2N=CC=CC=2N=N1.CCOC(C)=O. (3) Given the product [C:1]([NH:5][S:6]([C:9]1[CH:14]=[CH:13][CH:12]=[CH:11][C:10]=1[C:15]1[CH:25]=[CH:24][C:18]2[NH:19][C:20]([CH2:22][O:34][C:31]3[CH:30]=[CH:29][C:28]([C:27]([F:26])([F:35])[F:36])=[CH:33][CH:32]=3)=[N:21][C:17]=2[CH:16]=1)(=[O:8])=[O:7])([CH3:4])([CH3:3])[CH3:2], predict the reactants needed to synthesize it. The reactants are: [C:1]([NH:5][S:6]([C:9]1[CH:14]=[CH:13][CH:12]=[CH:11][C:10]=1[C:15]1[CH:25]=[CH:24][C:18]2[NH:19][C:20]([CH2:22]Cl)=[N:21][C:17]=2[CH:16]=1)(=[O:8])=[O:7])([CH3:4])([CH3:3])[CH3:2].[F:26][C:27]([F:36])([F:35])[C:28]1[CH:29]=[CH:30][C:31]([OH:34])=[CH:32][CH:33]=1.C([O-])([O-])=O.[Na+].[Na+].C([O-])([O-])=O.[Cs+].[Cs+]. (4) Given the product [F:8][C:4]1[CH:5]=[CH:6][CH:7]=[C:2]([F:1])[C:3]=1[C:9]1[C:18]2[CH:17]=[C:16]([F:19])[CH:15]=[CH:14][C:13]=2[C:12]2=[N:20][N:21]([CH2:37][O:38][CH2:39][CH2:40][Si:41]([CH3:44])([CH3:43])[CH3:42])[C:22]([NH:23][CH:24]3[CH2:25][CH2:26][NH:27][CH2:28][CH2:29]3)=[C:11]2[N:10]=1, predict the reactants needed to synthesize it. The reactants are: [F:1][C:2]1[CH:7]=[CH:6][CH:5]=[C:4]([F:8])[C:3]=1[C:9]1[C:18]2[CH:17]=[C:16]([F:19])[CH:15]=[CH:14][C:13]=2[C:12]2=[N:20][N:21]([CH2:37][O:38][CH2:39][CH2:40][Si:41]([CH3:44])([CH3:43])[CH3:42])[C:22]([NH:23][CH:24]3[CH2:29][CH2:28][N:27](C(OC(C)(C)C)=O)[CH2:26][CH2:25]3)=[C:11]2[N:10]=1.CO.Cl.C(=O)(O)[O-].[Na+]. (5) Given the product [N:56]([C@@H:19]([C@@H:18]([C:14]1[CH:15]=[CH:16][CH:17]=[C:12]([F:11])[CH:13]=1)[C:34]1[CH:35]=[CH:36][C:37]([F:40])=[CH:38][CH:39]=1)[C:20]([N:22]1[C@@H:26]([C:27]2[CH:32]=[CH:31][CH:30]=[CH:29][CH:28]=2)[CH2:25][O:24][C:23]1=[O:33])=[O:21])=[N+:57]=[N-:58], predict the reactants needed to synthesize it. The reactants are: C[Si](C)(C)[N-][Si](C)(C)C.[Na+].[F:11][C:12]1[CH:13]=[C:14]([C@@H:18]([C:34]2[CH:39]=[CH:38][C:37]([F:40])=[CH:36][CH:35]=2)[CH2:19][C:20]([N:22]2[C@@H:26]([C:27]3[CH:32]=[CH:31][CH:30]=[CH:29][CH:28]=3)[CH2:25][O:24][C:23]2=[O:33])=[O:21])[CH:15]=[CH:16][CH:17]=1.CC(C1C=C(C(C)C)C(S([N:56]=[N+:57]=[N-:58])(=O)=O)=C(C(C)C)C=1)C.CC(O)=O. (6) The reactants are: [CH3:1][N:2]1[CH2:7][CH2:6][N:5]([C:8]2[CH:13]=[C:12]([O:14][CH:15]([CH3:17])[CH3:16])[C:11]([N+:18]([O-])=O)=[CH:10][C:9]=2[CH3:21])[CH2:4][CH2:3]1.C([O-])=O.[NH4+]. Given the product [CH3:21][C:9]1[C:8]([N:5]2[CH2:6][CH2:7][N:2]([CH3:1])[CH2:3][CH2:4]2)=[CH:13][C:12]([O:14][CH:15]([CH3:17])[CH3:16])=[C:11]([CH:10]=1)[NH2:18], predict the reactants needed to synthesize it.